From a dataset of Full USPTO retrosynthesis dataset with 1.9M reactions from patents (1976-2016). Predict the reactants needed to synthesize the given product. (1) Given the product [CH3:30][O:31][CH2:32][CH2:33][CH2:1][S:49]([C:43]1[CH:44]=[CH:45][C:40]([Br:39])=[CH:41][CH:42]=1)(=[O:51])=[O:48], predict the reactants needed to synthesize it. The reactants are: [C:1](=O)([O-])[O-].[K+].[K+].Cl.CN1C(C2C=CN=C(NC3C=CC(S(=O)(=O)NC[CH2:30][O:31][CH2:32][CH2:33]OC)=CC=3)N=2)=CN=C1C.[Br:39][C:40]1[CH:45]=[CH:44][C:43](S)=[CH:42][CH:41]=1.O[O:48][S:49]([O-:51])=O.[K+]. (2) Given the product [Br:27][C:28]1[CH:36]=[CH:35][C:31]([C:32]([N:12]2[CH2:13][CH2:14][C:9]([CH2:15][N:16]3[C:21](=[O:22])[C:20]4[CH:23]=[N:24][N:25]([CH3:26])[C:19]=4[N:18]=[CH:17]3)([OH:8])[CH2:10][CH2:11]2)=[O:33])=[CH:30][CH:29]=1, predict the reactants needed to synthesize it. The reactants are: FC(F)(F)C(O)=O.[OH:8][C:9]1([CH2:15][N:16]2[C:21](=[O:22])[C:20]3[CH:23]=[N:24][N:25]([CH3:26])[C:19]=3[N:18]=[CH:17]2)[CH2:14][CH2:13][NH:12][CH2:11][CH2:10]1.[Br:27][C:28]1[CH:36]=[CH:35][C:31]([C:32](O)=[O:33])=[CH:30][CH:29]=1.O.OC1C2N=NNC=2C=CC=1.C(N(CC)CC)C.